This data is from Full USPTO retrosynthesis dataset with 1.9M reactions from patents (1976-2016). The task is: Predict the reactants needed to synthesize the given product. (1) Given the product [CH2:1]([NH:3][CH:11]1[CH2:16][CH2:15][C:14]([C:17]2[C:25]3[C:20](=[CH:21][C:22]([NH:26][C:27]([C:29]4[S:30][CH:31]=[CH:32][CH:33]=4)=[NH:28])=[CH:23][CH:24]=3)[NH:19][CH:18]=2)=[CH:13][CH2:12]1)[CH3:2], predict the reactants needed to synthesize it. The reactants are: [CH2:1]([N:3]([CH:11]1[CH2:16][CH2:15][C:14]([C:17]2[C:25]3[C:20](=[CH:21][C:22]([NH:26][C:27]([C:29]4[S:30][CH:31]=[CH:32][CH:33]=4)=[NH:28])=[CH:23][CH:24]=3)[NH:19][CH:18]=2)=[CH:13][CH2:12]1)C(=O)OC(C)(C)C)[CH3:2].C(O)(C(F)(F)F)=O. (2) The reactants are: [C:1]([C:4]1[CH:5]=[C:6]([C:10]2[CH:15]=[CH:14][CH:13]=[C:12]([C:16]([OH:18])=[O:17])[CH:11]=2)[CH:7]=[CH:8][CH:9]=1)(=O)[CH3:2].[NH:19]([C:21]1[S:22][C:23]2[CH:29]=[CH:28][CH:27]=[CH:26][C:24]=2[N:25]=1)[NH2:20]. Given the product [S:22]1[C:23]2[CH:29]=[CH:28][CH:27]=[CH:26][C:24]=2[N:25]=[C:21]1[NH:19][N:20]=[C:1]([C:4]1[CH:5]=[C:6]([C:10]2[CH:15]=[CH:14][CH:13]=[C:12]([C:16]([OH:18])=[O:17])[CH:11]=2)[CH:7]=[CH:8][CH:9]=1)[CH3:2], predict the reactants needed to synthesize it. (3) The reactants are: [CH2:1]([C:3]1[CH:10]=[CH:9][C:6]([CH:7]=[O:8])=[CH:5][C:4]=1[N+:11]([O-:13])=[O:12])[CH3:2].[Mn]([O-])(=O)(=O)=[O:15].[K+].[OH-].[Na+]. Given the product [CH2:1]([C:3]1[CH:10]=[CH:9][C:6]([C:7]([OH:15])=[O:8])=[CH:5][C:4]=1[N+:11]([O-:13])=[O:12])[CH3:2], predict the reactants needed to synthesize it. (4) Given the product [CH2:1]([O:3][C:4](=[O:16])[C:5]1[CH:10]=[CH:9][CH:8]=[C:7]([S:11][C:12]2[C:22]3[C:21](=[C:20]([F:27])[C:19]([Cl:18])=[CH:24][CH:23]=3)[NH:25][C:13]=2[CH3:14])[CH:6]=1)[CH3:2], predict the reactants needed to synthesize it. The reactants are: [CH2:1]([O:3][C:4](=[O:16])[C:5]1[CH:10]=[CH:9][CH:8]=[C:7]([S:11][CH2:12][C:13](=O)[CH3:14])[CH:6]=1)[CH3:2].Cl.[Cl:18][C:19]1[C:20]([F:27])=[C:21]([NH:25]N)[CH:22]=[CH:23][CH:24]=1. (5) Given the product [Br:1][C:2]1[CH:6]=[CH:5][S:4][C:3]=1[C:7]1[NH:9][CH:15]=[N:13][N:29]=1, predict the reactants needed to synthesize it. The reactants are: [Br:1][C:2]1[CH:6]=[CH:5][S:4][C:3]=1[C:7]([NH2:9])=O.COC(OC)[N:13]([CH3:15])C.C1(C)C=CC=CC=1.C(O)(=O)C.[NH2:29]N. (6) Given the product [NH:15]1[CH2:16][CH2:17][CH2:18][C@H:13]([NH:12][C:10]([C:9]2[CH:8]=[C:7]([C:26]3[CH:31]=[CH:30][CH:29]=[CH:28][CH:27]=3)[S:6][C:5]=2[NH:4]/[C:33](/[NH2:32])=[N:36]/[S:37]([C:40]2[CH:41]=[CH:42][C:43]([CH3:46])=[CH:44][CH:45]=2)(=[O:38])=[O:39])=[O:11])[CH2:14]1, predict the reactants needed to synthesize it. The reactants are: NC([NH:4][C:5]1[S:6][C:7]([C:26]2[CH:31]=[CH:30][CH:29]=[CH:28][CH:27]=2)=[CH:8][C:9]=1[C:10]([NH:12][C@H:13]1[CH2:18][CH2:17][CH2:16][N:15](C(OC(C)(C)C)=O)[CH2:14]1)=[O:11])=O.[NH2:32]/[C:33](=[N:36]\[S:37]([C:40]1[CH:45]=[CH:44][C:43]([CH3:46])=[CH:42][CH:41]=1)(=[O:39])=[O:38])/SC. (7) Given the product [N:9]([CH2:2][CH:3]1[O:7][C:6](=[O:8])[NH:5][CH2:4]1)=[N+:10]=[N-:11], predict the reactants needed to synthesize it. The reactants are: Cl[CH2:2][CH:3]1[O:7][C:6](=[O:8])[NH:5][CH2:4]1.[N-:9]=[N+:10]=[N-:11].[Na+]. (8) Given the product [Cl:20][C:21]1[C:26]([O:19][C@H:16]2[CH2:15][CH2:14][C@H:13]([NH:12][C:4]3[S:3][C:7]4[CH:8]=[CH:9][CH:10]=[CH:11][C:6]=4[N:5]=3)[CH2:18][CH2:17]2)=[N:25][CH:24]=[CH:23][N:22]=1, predict the reactants needed to synthesize it. The reactants are: [H-].[Na+].[S:3]1[C:7]2[CH:8]=[CH:9][CH:10]=[CH:11][C:6]=2[N:5]=[C:4]1[NH:12][C@H:13]1[CH2:18][CH2:17][C@H:16]([OH:19])[CH2:15][CH2:14]1.[Cl:20][C:21]1[C:26](Cl)=[N:25][CH:24]=[CH:23][N:22]=1.O. (9) Given the product [CH3:17][C:11]1([O:10][C:8](=[O:9])[NH:7][C@H:3]2[C:4](=[O:6])[O:5][C@H:2]2[CH3:18])[CH2:16][CH2:15][O:14][CH2:13][CH2:12]1, predict the reactants needed to synthesize it. The reactants are: O[C@@H:2]([CH3:18])[C@@H:3]([NH:7][C:8]([O:10][C:11]1([CH3:17])[CH2:16][CH2:15][O:14][CH2:13][CH2:12]1)=[O:9])[C:4]([OH:6])=[O:5].C1CN([P+](ON2N=NC3C=CC=CC2=3)(N2CCCC2)N2CCCC2)CC1.F[P-](F)(F)(F)(F)F.CCN(CC)CC. (10) Given the product [OH:18][NH:17][C:3](=[O:2])[CH2:4][CH2:5][C:6]1[C:7](=[O:13])[N:8]([CH3:12])[CH2:9][CH2:10][CH:11]=1, predict the reactants needed to synthesize it. The reactants are: C[O:2][C:3](=O)[CH2:4][CH2:5][C:6]1[C:7](=[O:13])[N:8]([CH3:12])[CH2:9][CH2:10][CH:11]=1.CO.[NH2:17][O:18][K].C(O)(=O)C.